From a dataset of Forward reaction prediction with 1.9M reactions from USPTO patents (1976-2016). Predict the product of the given reaction. (1) Given the reactants [H-].[Na+].[O:3]=[C:4]1CC2[C:6](=[CH:7][C:8]([C:13]([O:15]C)=[O:14])=[CH:9][CH:10]=2)[NH:5]1.[CH3:17]I.O.[OH-].[Na+].[CH3:22][C:23](OC)([CH3:25])[CH3:24], predict the reaction product. The product is: [CH3:17][N:5]1[C:6]2[C:25](=[CH:10][CH:9]=[C:8]([C:13]([OH:15])=[O:14])[CH:7]=2)[C:23]([CH3:22])([CH3:24])[C:4]1=[O:3]. (2) Given the reactants [CH3:1][O:2][C:3]1[CH:9]=[C:8]([N+:10]([O-:12])=[O:11])[CH:7]=[CH:6][C:4]=1[NH2:5].Cl.[N:14]([O-])=O.[Na+].[F:18][B-:19]([F:22])([F:21])[F:20].[H+], predict the reaction product. The product is: [F:18][B-:19]([F:22])([F:21])[F:20].[CH3:1][O:2][C:3]1[CH:9]=[C:8]([N+:10]([O-:12])=[O:11])[CH:7]=[CH:6][C:4]=1[N+:5]#[N:14].